From a dataset of Reaction yield outcomes from USPTO patents with 853,638 reactions. Predict the reaction yield, written as a fraction of the theoretical maximum amount of product (1.0 means a 100% yield; for example, 0.34 means a 34% yield). The reactants are [C:1]([NH:4][C:5]1[CH:10]=[CH:9][CH:8]=[CH:7][C:6]=1[OH:11])(=[O:3])[CH3:2].[C:12]1(=O)[O:17][C:15](=[O:16])[C:14]2=[CH:18][CH:19]=[CH:20][CH:21]=[C:13]12. The catalyst is [Cl-].[Zn+2].[Cl-]. The product is [OH:11][C:6]1[CH:7]=[CH:8][C:9]([C:12]2([C:9]3[CH:8]=[CH:7][C:6]([OH:11])=[C:5]([NH:4][C:1](=[O:3])[CH3:2])[CH:10]=3)[C:13]3[C:14](=[CH:18][CH:19]=[CH:20][CH:21]=3)[C:15](=[O:16])[O:17]2)=[CH:10][C:5]=1[NH:4][C:1](=[O:3])[CH3:2]. The yield is 0.830.